Dataset: NCI-60 drug combinations with 297,098 pairs across 59 cell lines. Task: Regression. Given two drug SMILES strings and cell line genomic features, predict the synergy score measuring deviation from expected non-interaction effect. (1) Drug 1: C1C(C(OC1N2C=C(C(=O)NC2=O)F)CO)O. Drug 2: C(=O)(N)NO. Cell line: SF-268. Synergy scores: CSS=35.2, Synergy_ZIP=-8.60, Synergy_Bliss=-5.43, Synergy_Loewe=-72.7, Synergy_HSA=-5.31. (2) Drug 1: C1CN1C2=NC(=NC(=N2)N3CC3)N4CC4. Drug 2: C1=CC(=CC=C1CC(C(=O)O)N)N(CCCl)CCCl.Cl. Cell line: NCI-H460. Synergy scores: CSS=63.4, Synergy_ZIP=-0.784, Synergy_Bliss=-2.19, Synergy_Loewe=-3.53, Synergy_HSA=1.05. (3) Drug 1: CC1=C2C(C(=O)C3(C(CC4C(C3C(C(C2(C)C)(CC1OC(=O)C(C(C5=CC=CC=C5)NC(=O)OC(C)(C)C)O)O)OC(=O)C6=CC=CC=C6)(CO4)OC(=O)C)O)C)O. Drug 2: CN1C2=C(C=C(C=C2)N(CCCl)CCCl)N=C1CCCC(=O)O.Cl. Cell line: SK-MEL-2. Synergy scores: CSS=4.63, Synergy_ZIP=2.26, Synergy_Bliss=-2.54, Synergy_Loewe=-3.08, Synergy_HSA=-5.29. (4) Drug 1: CC1=C2C(C(=O)C3(C(CC4C(C3C(C(C2(C)C)(CC1OC(=O)C(C(C5=CC=CC=C5)NC(=O)OC(C)(C)C)O)O)OC(=O)C6=CC=CC=C6)(CO4)OC(=O)C)OC)C)OC. Drug 2: C(=O)(N)NO. Cell line: SK-OV-3. Synergy scores: CSS=34.8, Synergy_ZIP=2.78, Synergy_Bliss=1.62, Synergy_Loewe=-20.1, Synergy_HSA=1.70. (5) Drug 1: C1=NNC2=C1C(=O)NC=N2. Drug 2: CC1C(C(CC(O1)OC2CC(CC3=C2C(=C4C(=C3O)C(=O)C5=CC=CC=C5C4=O)O)(C(=O)C)O)N)O. Cell line: CAKI-1. Synergy scores: CSS=53.6, Synergy_ZIP=3.62, Synergy_Bliss=6.42, Synergy_Loewe=-10.0, Synergy_HSA=9.99. (6) Drug 1: CC1=C(C=C(C=C1)NC2=NC=CC(=N2)N(C)C3=CC4=NN(C(=C4C=C3)C)C)S(=O)(=O)N.Cl. Drug 2: C1CCC(C(C1)N)N.C(=O)(C(=O)[O-])[O-].[Pt+4]. Cell line: HOP-62. Synergy scores: CSS=11.2, Synergy_ZIP=-0.0507, Synergy_Bliss=4.90, Synergy_Loewe=-13.1, Synergy_HSA=6.10. (7) Drug 1: CC1=CC2C(CCC3(C2CCC3(C(=O)C)OC(=O)C)C)C4(C1=CC(=O)CC4)C. Drug 2: CC1=C(C(=O)C2=C(C1=O)N3CC4C(C3(C2COC(=O)N)OC)N4)N. Cell line: MDA-MB-231. Synergy scores: CSS=3.24, Synergy_ZIP=2.41, Synergy_Bliss=2.46, Synergy_Loewe=-58.0, Synergy_HSA=-8.08.